From a dataset of Forward reaction prediction with 1.9M reactions from USPTO patents (1976-2016). Predict the product of the given reaction. (1) Given the reactants [C:1]1(=[O:14])[C:6]2[C:7]3[CH:13]=[CH:12][CH:11]=[CH:10][C:8]=3[S:9][C:5]=2[CH2:4][CH2:3][NH:2]1.I[C:16]1[CH:17]=[N:18][CH:19]=[CH:20][C:21]=1[CH3:22].N[C@@H]1CCCC[C@H]1N.P([O-])([O-])([O-])=O.[K+].[K+].[K+], predict the reaction product. The product is: [CH3:22][C:21]1[CH:20]=[CH:19][N:18]=[CH:17][C:16]=1[N:2]1[CH2:3][CH2:4][C:5]2[S:9][C:8]3[CH:10]=[CH:11][CH:12]=[CH:13][C:7]=3[C:6]=2[C:1]1=[O:14]. (2) The product is: [CH2:1]([N:3]1[CH2:4][CH2:5][N:6]([CH:9]([C:21]2[CH:22]=[CH:23][C:24]([C:27]([F:29])([F:30])[F:28])=[CH:25][CH:26]=2)[C:10]2[C:19]([O:20][CH3:33])=[C:18]3[C:13]([CH:14]=[CH:15][CH:16]=[N:17]3)=[CH:12][CH:11]=2)[CH2:7][CH2:8]1)[CH3:2]. Given the reactants [CH2:1]([N:3]1[CH2:8][CH2:7][N:6]([CH:9]([C:21]2[CH:26]=[CH:25][C:24]([C:27]([F:30])([F:29])[F:28])=[CH:23][CH:22]=2)[C:10]2[C:19]([OH:20])=[C:18]3[C:13]([CH:14]=[CH:15][CH:16]=[N:17]3)=[CH:12][CH:11]=2)[CH2:5][CH2:4]1)[CH3:2].[N+](=[CH2:33])=[N-], predict the reaction product. (3) The product is: [CH3:1][C:2]1([CH3:33])[C:11]2[CH:10]=[C:9]([Se:12][C:13]#[C:14][C:15]3[CH:25]=[CH:24][C:18]([C:19]([OH:21])=[O:20])=[CH:17][N:16]=3)[CH:8]=[CH:7][C:6]=2[C:5]([C:26]2[CH:27]=[CH:28][C:29]([CH3:32])=[CH:30][CH:31]=2)=[CH:4][CH2:3]1. Given the reactants [CH3:1][C:2]1([CH3:33])[C:11]2[CH:10]=[C:9]([Se:12][C:13]#[C:14][C:15]3[CH:25]=[CH:24][C:18]([C:19]([O:21]CC)=[O:20])=[CH:17][N:16]=3)[CH:8]=[CH:7][C:6]=2[C:5]([C:26]2[CH:31]=[CH:30][C:29]([CH3:32])=[CH:28][CH:27]=2)=[CH:4][CH2:3]1.[OH-].[Na+], predict the reaction product. (4) Given the reactants C(OC([N:8]1[CH2:13][CH2:12][N:11]([CH2:14][C:15]2[C:16](=[O:34])[N:17]([CH2:30][CH:31]3[CH2:33][CH2:32]3)[N:18]=[C:19]([C:21]3[CH:22]=[CH:23][C:24]4[O:28][CH2:27][CH2:26][C:25]=4[CH:29]=3)[CH:20]=2)[CH2:10][CH2:9]1)=O)(C)(C)C.O.C(=O)([O-])[O-].[K+].[K+], predict the reaction product. The product is: [CH:31]1([CH2:30][N:17]2[C:16](=[O:34])[C:15]([CH2:14][N:11]3[CH2:12][CH2:13][NH:8][CH2:9][CH2:10]3)=[CH:20][C:19]([C:21]3[CH:22]=[CH:23][C:24]4[O:28][CH2:27][CH2:26][C:25]=4[CH:29]=3)=[N:18]2)[CH2:33][CH2:32]1. (5) Given the reactants [NH2:1][C@H:2]([C:6]([OH:8])=[O:7])[CH2:3][CH2:4][OH:5].C([O-])(O)=O.[Na+].[C:14](ON1C(=O)CCC1=O)([O:16][CH2:17][CH:18]1[C:30]2[C:25](=[CH:26][CH:27]=[CH:28][CH:29]=2)[C:24]2[C:19]1=[CH:20][CH:21]=[CH:22][CH:23]=2)=[O:15].CCOCC.O, predict the reaction product. The product is: [C:14]([NH:1][C@H:2]([C:6]([OH:8])=[O:7])[CH2:3][CH2:4][OH:5])([O:16][CH2:17][CH:18]1[C:19]2[C:24](=[CH:23][CH:22]=[CH:21][CH:20]=2)[C:25]2[C:30]1=[CH:29][CH:28]=[CH:27][CH:26]=2)=[O:15]. (6) Given the reactants [C:1]([O:5][C:6]([N:8]1[CH2:12][CH:11]([OH:13])[C:10]([CH3:15])([CH3:14])[CH:9]1[C:16]([OH:18])=[O:17])=[O:7])([CH3:4])([CH3:3])[CH3:2].[C:19](=O)([O-])[O-].[Cs+].[Cs+].CI, predict the reaction product. The product is: [OH:13][CH:11]1[CH2:12][N:8]([C:6]([O:5][C:1]([CH3:4])([CH3:2])[CH3:3])=[O:7])[CH:9]([C:16]([O:18][CH3:19])=[O:17])[C:10]1([CH3:15])[CH3:14].